Dataset: Forward reaction prediction with 1.9M reactions from USPTO patents (1976-2016). Task: Predict the product of the given reaction. (1) Given the reactants [Cl:1][C:2]1[N:3]=[C:4]([C:9]([NH:11][CH:12]2[CH2:15][N:14]([C:16]3[S:17][C:18]([C:23]([O:25]C)=[O:24])=[C:19]([CH2:21][CH3:22])[N:20]=3)[CH2:13]2)=[O:10])[NH:5][C:6]=1[CH2:7][CH3:8].[OH-].[Li+].O, predict the reaction product. The product is: [Cl:1][C:2]1[N:3]=[C:4]([C:9]([NH:11][CH:12]2[CH2:13][N:14]([C:16]3[S:17][C:18]([C:23]([OH:25])=[O:24])=[C:19]([CH2:21][CH3:22])[N:20]=3)[CH2:15]2)=[O:10])[NH:5][C:6]=1[CH2:7][CH3:8]. (2) Given the reactants [NH2:1][C:2]1[CH:3]=[C:4]([NH:9][C:10](=[O:22])[C:11]2[CH:16]=[CH:15][C:14]([C:17]([F:20])([F:19])[F:18])=[N:13][C:12]=2[CH3:21])[CH:5]=[CH:6][C:7]=1[Cl:8].[Cl:23][C:24]1[CH:25]=[C:26]([CH:30]=[CH:31][CH:32]=1)[C:27](Cl)=[O:28], predict the reaction product. The product is: [Cl:8][C:7]1[CH:6]=[CH:5][C:4]([NH:9][C:10](=[O:22])[C:11]2[CH:16]=[CH:15][C:14]([C:17]([F:20])([F:19])[F:18])=[N:13][C:12]=2[CH3:21])=[CH:3][C:2]=1[NH:1][C:27](=[O:28])[C:26]1[CH:30]=[CH:31][CH:32]=[C:24]([Cl:23])[CH:25]=1. (3) Given the reactants [Br:1]N1C(=O)CCC1=O.[CH3:9][C:10]1[CH:14]=[C:13]([NH:15][S:16]([C:19]2[CH:24]=[CH:23][C:22]([C:25]3[CH:30]=[CH:29][C:28]([CH3:31])=[CH:27][CH:26]=3)=[CH:21][CH:20]=2)(=[O:18])=[O:17])[O:12][N:11]=1, predict the reaction product. The product is: [Br:1][C:14]1[C:10]([CH3:9])=[N:11][O:12][C:13]=1[NH:15][S:16]([C:19]1[CH:20]=[CH:21][C:22]([C:25]2[CH:30]=[CH:29][C:28]([CH3:31])=[CH:27][CH:26]=2)=[CH:23][CH:24]=1)(=[O:18])=[O:17].